Dataset: Full USPTO retrosynthesis dataset with 1.9M reactions from patents (1976-2016). Task: Predict the reactants needed to synthesize the given product. (1) Given the product [NH:12]1[C:20]2[C:15](=[CH:16][CH:17]=[CH:18][CH:19]=2)[CH:14]=[C:13]1[C:21]([NH2:3])=[O:23], predict the reactants needed to synthesize it. The reactants are: CC[N:3](C1C=CC=CC=1)CC.[NH:12]1[C:20]2[C:15](=[CH:16][CH:17]=[CH:18][CH:19]=2)[CH:14]=[C:13]1[C:21]([OH:23])=O.Cl.CN(C)CCCN=C=NCC.OS1C2C=CC=CC=2N=C1. (2) Given the product [F:1][C:2]1[CH:11]=[C:10]([NH:12][S:13]([C:16]2[CH:21]=[CH:20][C:19]([N:24]3[CH:28]=[CH:27][N:26]=[N:25]3)=[CH:18][CH:17]=2)(=[O:15])=[O:14])[CH:9]=[C:8]([F:23])[C:3]=1[C:4]([O:6][CH3:7])=[O:5].[F:1][C:2]1[CH:11]=[C:10]([NH:12][S:13]([C:16]2[CH:21]=[CH:20][C:19]([N:25]3[N:26]=[CH:27][CH:28]=[N:24]3)=[CH:18][CH:17]=2)(=[O:15])=[O:14])[CH:9]=[C:8]([F:23])[C:3]=1[C:4]([O:6][CH3:7])=[O:5], predict the reactants needed to synthesize it. The reactants are: [F:1][C:2]1[CH:11]=[C:10]([NH:12][S:13]([C:16]2[CH:21]=[CH:20][C:19](I)=[CH:18][CH:17]=2)(=[O:15])=[O:14])[CH:9]=[C:8]([F:23])[C:3]=1[C:4]([O:6][CH3:7])=[O:5].[NH:24]1[CH:28]=[CH:27][N:26]=[N:25]1.P([O-])([O-])([O-])=O.[K+].[K+].[K+].CN[C@@H]1CCCC[C@H]1NC. (3) Given the product [CH:1]1([C:4]2[CH:9]=[CH:8][N:7]=[C:6]([CH:10]=[O:11])[N:5]=2)[CH2:3][CH2:2]1, predict the reactants needed to synthesize it. The reactants are: [CH:1]1([C:4]2[CH:9]=[CH:8][N:7]=[C:6]([C:10](OC)=[O:11])[N:5]=2)[CH2:3][CH2:2]1.CC(C[AlH]CC(C)C)C. (4) The reactants are: [Cl:1][C:2]1[CH:3]=[CH:4][C:5]2[O:11][CH2:10][CH2:9][N:8]=[C:7]([C:12]3[CH:17]=[CH:16][CH:15]=[CH:14][CH:13]=3)[C:6]=2[CH:18]=1.[CH2:19]([O:26][CH2:27][C:28](O)=[O:29])[C:20]1[CH:25]=[CH:24][CH:23]=[CH:22][CH:21]=1.C(N(CC)CC)C.C([O-])(O)=O.[Na+]. Given the product [CH2:19]([O:26][C@H:27]1[C@:7]2([C:12]3[CH:17]=[CH:16][CH:15]=[CH:14][CH:13]=3)[C:6]3[CH:18]=[C:2]([Cl:1])[CH:3]=[CH:4][C:5]=3[O:11][CH2:10][CH2:9][N:8]2[C:28]1=[O:29])[C:20]1[CH:25]=[CH:24][CH:23]=[CH:22][CH:21]=1, predict the reactants needed to synthesize it. (5) Given the product [CH3:1][O:2][C:3](=[O:14])[C@@:4]([CH2:11][C:12]#[N:13])([CH2:5][OH:6])[CH2:8][CH2:9][CH3:10], predict the reactants needed to synthesize it. The reactants are: [CH3:1][O:2][C:3](=[O:14])[C@:4]([CH2:11][C:12]#[N:13])([CH2:8][CH2:9][CH3:10])[C:5](O)=[O:6].CN1CCOCC1.ClC(OCC(C)C)=O.[BH4-].[Na+].CO.C(O)(=O)C. (6) The reactants are: [C:1]([O:20][CH2:21][CH2:22][N:23]([C:46](=[O:54])[CH2:47][S:48][CH2:49][CH2:50][N:51]([CH3:53])[CH3:52])[CH2:24][CH2:25][O:26][C:27](=[O:45])[CH2:28][CH2:29][CH2:30][CH2:31][CH2:32][CH2:33][CH2:34]/[CH:35]=[CH:36]\[CH2:37][CH2:38][CH2:39][CH2:40][CH2:41][CH2:42][CH2:43][CH3:44])(=[O:19])[CH2:2][CH2:3][CH2:4][CH2:5][CH2:6][CH2:7][CH2:8]/[CH:9]=[CH:10]\[CH2:11][CH2:12][CH2:13][CH2:14][CH2:15][CH2:16][CH2:17][CH3:18].[Br:55][CH2:56][CH2:57][OH:58]. Given the product [Br-:55].[C:1]([O:20][CH2:21][CH2:22][N:23]([CH2:24][CH2:25][O:26][C:27](=[O:45])[CH2:28][CH2:29][CH2:30][CH2:31][CH2:32][CH2:33][CH2:34]/[CH:35]=[CH:36]\[CH2:37][CH2:38][CH2:39][CH2:40][CH2:41][CH2:42][CH2:43][CH3:44])[C:46](=[O:54])[CH2:47][S:48][CH2:49][CH2:50][N+:51]([CH2:56][CH2:57][OH:58])([CH3:53])[CH3:52])(=[O:19])[CH2:2][CH2:3][CH2:4][CH2:5][CH2:6][CH2:7][CH2:8]/[CH:9]=[CH:10]\[CH2:11][CH2:12][CH2:13][CH2:14][CH2:15][CH2:16][CH2:17][CH3:18], predict the reactants needed to synthesize it. (7) Given the product [C:32]([O:31][C:27](=[O:30])[CH2:28][CH2:29][N:17]1[C:18]2[C:23](=[CH:22][C:21]([Cl:24])=[CH:20][CH:19]=2)[C:12]2([CH2:13][C:14](=[O:15])[N:10]([CH2:3][C:4]3[CH:5]=[CH:6][CH:7]=[CH:8][CH:9]=3)[C:11]2=[O:26])[C:16]1=[O:25])([CH3:35])([CH3:34])[CH3:33], predict the reactants needed to synthesize it. The reactants are: [H-].[Na+].[CH2:3]([N:10]1[C:14](=[O:15])[CH2:13][C:12]2([C:23]3[C:18](=[CH:19][CH:20]=[C:21]([Cl:24])[CH:22]=3)[NH:17][C:16]2=[O:25])[C:11]1=[O:26])[C:4]1[CH:9]=[CH:8][CH:7]=[CH:6][CH:5]=1.[C:27]([O:31][C:32]([CH3:35])([CH3:34])[CH3:33])(=[O:30])[CH:28]=[CH2:29].O.